This data is from Full USPTO retrosynthesis dataset with 1.9M reactions from patents (1976-2016). The task is: Predict the reactants needed to synthesize the given product. (1) Given the product [NH2:26][C:12]1[N:13]=[C:14]2[CH:15]=[C:10]([C:8]3[CH:9]=[C:4]([C:3](=[O:2])[NH:24][CH2:23][CH2:22][CH2:21][C:20](=[O:25])[NH:19][CH2:18][CH2:17][S:16]2)[C:5]([CH3:28])=[CH:6][C:7]=3[CH3:27])[N:11]=1, predict the reactants needed to synthesize it. The reactants are: C[O:2][C:3](=O)[C:4]1[CH:9]=[C:8]([C:10]2[CH:15]=[C:14]([S:16][CH2:17][CH2:18][NH:19][C:20](=[O:25])[CH2:21][CH2:22][CH2:23][NH2:24])[N:13]=[C:12]([NH2:26])[N:11]=2)[C:7]([CH3:27])=[CH:6][C:5]=1[CH3:28].O.[OH-].[Li+].Cl.C(OCC)(=O)C.Cl.CN(C)CCCN=C=NCC.ON1C2C=CC=CC=2N=N1.C(N(C(C)C)CC)(C)C. (2) Given the product [Cl:22][C:20]1[CH:19]=[CH:18][C:17]([O:23][CH2:24][C:25]2[CH:30]=[CH:29][C:28]([Cl:31])=[CH:27][CH:26]=2)=[C:16]([C:12]2[CH2:13][CH2:14][CH2:15][C:11]=2[C:9]2[CH:8]=[N:7][CH:6]=[C:5]([CH:10]=2)[C:4]([OH:32])=[O:3])[CH:21]=1, predict the reactants needed to synthesize it. The reactants are: C([O:3][C:4](=[O:32])[C:5]1[CH:10]=[C:9]([C:11]2[CH2:15][CH2:14][CH2:13][C:12]=2[C:16]2[CH:21]=[C:20]([Cl:22])[CH:19]=[CH:18][C:17]=2[O:23][CH2:24][C:25]2[CH:30]=[CH:29][C:28]([Cl:31])=[CH:27][CH:26]=2)[CH:8]=[N:7][CH:6]=1)C.[OH-].[Na+]. (3) Given the product [Br:1][C:2]1[CH:3]=[CH:4][C:5]([O:26][CH2:27][CH:28]([CH3:29])[CH3:30])=[C:6]([CH2:8][N:9]2[C:13]([CH3:14])=[CH:12][C:11]([NH:15][C:16](=[O:25])[C:17]3[CH:18]=[CH:19][C:20]([CH2:23][NH:51][CH2:49][CH3:50])=[CH:21][CH:22]=3)=[N:10]2)[CH:7]=1, predict the reactants needed to synthesize it. The reactants are: [Br:1][C:2]1[CH:3]=[CH:4][C:5]([O:26][CH2:27][CH:28]([CH3:30])[CH3:29])=[C:6]([CH2:8][N:9]2[C:13]([CH3:14])=[CH:12][C:11]([NH:15][C:16](=[O:25])[C:17]3[CH:22]=[CH:21][C:20]([CH:23]=O)=[CH:19][CH:18]=3)=[N:10]2)[CH:7]=1.C(O[BH-](OC(=O)C)OC(=O)C)(=O)C.[Na+].C(O)(=O)C.[CH2:49]([NH2:51])[CH3:50]. (4) The reactants are: [CH2:1]([O:4][N:5]([C@H:18]1[CH2:23][N:22](C(OC(C)(C)C)=O)[C@H:21]([CH2:31][O:32][Si:33]([C:36]([CH3:39])([CH3:38])[CH3:37])([CH3:35])[CH3:34])[C:20]([CH2:40][CH2:41][O:42][Si:43]([C:46]([CH3:49])([CH3:48])[CH3:47])([CH3:45])[CH3:44])=[CH:19]1)[S:6]([C:9]1[CH:14]=[CH:13][CH:12]=[CH:11][C:10]=1[N+:15]([O-:17])=[O:16])(=[O:8])=[O:7])[CH:2]=[CH2:3]. Given the product [CH2:1]([O:4][N:5]([C@@H:18]1[CH:19]=[C:20]([CH2:40][CH2:41][O:42][Si:43]([C:46]([CH3:49])([CH3:47])[CH3:48])([CH3:44])[CH3:45])[C@@H:21]([CH2:31][O:32][Si:33]([C:36]([CH3:39])([CH3:38])[CH3:37])([CH3:34])[CH3:35])[NH:22][CH2:23]1)[S:6]([C:9]1[CH:14]=[CH:13][CH:12]=[CH:11][C:10]=1[N+:15]([O-:17])=[O:16])(=[O:8])=[O:7])[CH:2]=[CH2:3], predict the reactants needed to synthesize it. (5) Given the product [I:13][C:7]1[CH:8]=[CH:9][C:4]([CH2:3][C@@H:2]([C:10]([OH:12])=[O:11])[NH2:1])=[CH:5][CH:6]=1, predict the reactants needed to synthesize it. The reactants are: [NH2:1][C@H:2]([C:10]([OH:12])=[O:11])[CH2:3][C:4]1[CH:9]=[CH:8][CH:7]=[CH:6][CH:5]=1.[I:13]I. (6) Given the product [CH3:1][C:2]1[CH:3]=[CH:4][C:5]([S:8]([O:11][CH2:12][CH:13]2[O:18][C:17]3=[C:19]4[C:20](=[CH:21][CH:22]=[C:16]3[O:15][CH2:14]2)[NH:23][CH:27]=[CH:26]4)(=[O:9])=[O:10])=[CH:6][CH:7]=1, predict the reactants needed to synthesize it. The reactants are: [CH3:1][C:2]1[CH:7]=[CH:6][C:5]([S:8]([O:11][CH2:12][C@@H:13]2[O:18][C:17]3[C:19]([CH2:26][CH:27]=O)=[C:20]([N+:23]([O-])=O)[CH:21]=[CH:22][C:16]=3[O:15][CH2:14]2)(=[O:10])=[O:9])=[CH:4][CH:3]=1.[H][H]. (7) Given the product [F:1][C:2]([F:7])([F:6])[C:3]([OH:5])=[O:4].[C:8]1([C:14]2[CH:19]=[C:18]([CH:20]3[CH2:21][CH2:22][N:23]([C:43](=[O:44])[CH2:42][C:40]4[N:39]=[CH:38][N:37]([CH3:36])[CH:41]=4)[CH2:24][CH2:25]3)[CH:17]=[CH:16][C:15]=2[NH:26][C:27]([C:29]2[NH:30][CH:31]=[C:32]([C:34]#[N:35])[N:33]=2)=[O:28])[CH2:13][CH2:12][CH2:11][CH2:10][CH:9]=1, predict the reactants needed to synthesize it. The reactants are: [F:1][C:2]([F:7])([F:6])[C:3]([OH:5])=[O:4].[C:8]1([C:14]2[CH:19]=[C:18]([CH:20]3[CH2:25][CH2:24][NH:23][CH2:22][CH2:21]3)[CH:17]=[CH:16][C:15]=2[NH:26][C:27]([C:29]2[NH:30][CH:31]=[C:32]([C:34]#[N:35])[N:33]=2)=[O:28])[CH2:13][CH2:12][CH2:11][CH2:10][CH:9]=1.[CH3:36][N:37]1[CH:41]=[C:40]([CH2:42][C:43](O)=[O:44])[N:39]=[CH:38]1. (8) Given the product [CH2:37]([O:36][C:34](=[O:35])[NH:1][C@H:2]1[CH2:7][CH2:6][C@H:5]([NH:8][C:9]([C:11]2[C:15]3[N:16]=[CH:17][N:18]=[C:19]([C:20]4[CH:25]=[C:24]([O:26][CH3:27])[CH:23]=[CH:22][C:21]=4[O:28][CH2:29][CH:30]4[CH2:31][CH2:32]4)[C:14]=3[NH:13][CH:12]=2)=[O:10])[CH2:4][CH2:3]1)[CH3:38], predict the reactants needed to synthesize it. The reactants are: [NH2:1][C@H:2]1[CH2:7][CH2:6][C@H:5]([NH:8][C:9]([C:11]2[C:15]3[N:16]=[CH:17][N:18]=[C:19]([C:20]4[CH:25]=[C:24]([O:26][CH3:27])[CH:23]=[CH:22][C:21]=4[O:28][CH2:29][CH:30]4[CH2:32][CH2:31]4)[C:14]=3[NH:13][CH:12]=2)=[O:10])[CH2:4][CH2:3]1.Cl[C:34]([O:36][CH2:37][CH3:38])=[O:35]. (9) The reactants are: [F:1][C:2]1[CH:3]=[C:4]([C:13]2[CH:14]=[C:15]([C:20]3[CH:25]=[CH:24][C:23]([O:26][CH2:27][CH2:28][OH:29])=[CH:22][CH:21]=3)[CH:16]=[C:17]([OH:19])[CH:18]=2)[CH:5]=[CH:6][C:7]=1[O:8][CH2:9][CH2:10][CH2:11][OH:12].[C:30]([OH:35])(=O)[C:31]([CH3:33])=[CH2:32]. Given the product [F:1][C:2]1[CH:3]=[C:4]([C:13]2[CH:14]=[C:15]([C:20]3[CH:25]=[CH:24][C:23]([O:26][CH2:27][CH2:28][O:29][C:30](=[O:35])[C:31]([CH3:33])=[CH2:32])=[CH:22][CH:21]=3)[CH:16]=[C:17]([O:19][C:30](=[O:35])[C:31]([CH3:33])=[CH2:32])[CH:18]=2)[CH:5]=[CH:6][C:7]=1[O:8][CH2:9][CH2:10][CH2:11][O:12][C:30](=[O:35])[C:31]([CH3:33])=[CH2:32], predict the reactants needed to synthesize it. (10) Given the product [F:31][C:21]([F:30])([CH2:22][O:23][C:24]1[CH:25]=[CH:26][CH:27]=[CH:28][CH:29]=1)[CH2:20][CH2:19][C@@H:11]1[C@@H:12]2[C@@H:13]([O:14][C:15](=[O:17])[CH2:16]2)[CH2:18][C@H:10]1[OH:9], predict the reactants needed to synthesize it. The reactants are: C([O:9][C@@H:10]1[CH2:18][C@@H:13]2[O:14][C:15](=[O:17])[CH2:16][C@@H:12]2[C@H:11]1[CH2:19][CH2:20][C:21]([F:31])([F:30])[CH2:22][O:23][C:24]1[CH:29]=[CH:28][CH:27]=[CH:26][CH:25]=1)(=O)C1C=CC=CC=1.C(=O)([O-])[O-].[K+].[K+].